Dataset: Forward reaction prediction with 1.9M reactions from USPTO patents (1976-2016). Task: Predict the product of the given reaction. (1) Given the reactants Br[CH2:2][CH2:3][S:4]([C:7]1[CH:14]=[CH:13][C:10]([C:11]#[N:12])=[CH:9][CH:8]=1)(=[O:6])=[O:5].[NH:15]1[CH:19]=[CH:18][CH:17]=[N:16]1, predict the reaction product. The product is: [N:15]1([CH2:2][CH2:3][S:4]([C:7]2[CH:14]=[CH:13][C:10]([C:11]#[N:12])=[CH:9][CH:8]=2)(=[O:6])=[O:5])[CH:19]=[CH:18][CH:17]=[N:16]1. (2) Given the reactants [CH3:1][CH2:2][CH2:3][CH2:4][CH2:5][CH2:6][CH2:7][CH2:8]/[CH:9]=[CH:10]\[CH2:11][CH2:12][CH2:13][CH2:14][CH2:15][CH2:16][CH2:17][C:18]([O:20][CH2:21][CH:22]([OH:30])[C@H:23]1[O:27][CH2:26][C@H:25]([OH:28])[C@H:24]1[OH:29])=[O:19].O, predict the reaction product. The product is: [CH2:18]([OH:19])[CH3:17].[CH3:1][CH2:2][CH2:3][CH2:4][CH2:5][CH2:6][CH2:7][CH2:8]/[CH:9]=[CH:10]\[CH2:11][CH2:12][CH2:13][CH2:14][CH2:15][CH2:16][CH2:17][C:18]([O:20][CH2:21][C@@H:22]([OH:30])[C@H:23]1[O:27][CH2:26][C@H:25]([OH:28])[C@H:24]1[OH:29])=[O:19]. (3) Given the reactants [CH2:1]([O:5][C:6]1[CH:11]=[CH:10][C:9]([S:12][CH:13]([CH2:17][CH2:18][CH2:19][CH2:20][CH2:21][CH3:22])[C:14]([OH:16])=[O:15])=[CH:8][CH:7]=1)[C:2]#[C:3][CH3:4].[OH:23]O, predict the reaction product. The product is: [CH2:1]([O:5][C:6]1[CH:11]=[CH:10][C:9]([S@@:12]([C@@H:13]([CH2:17][CH2:18][CH2:19][CH2:20][CH2:21][CH3:22])[C:14]([OH:16])=[O:15])=[O:23])=[CH:8][CH:7]=1)[C:2]#[C:3][CH3:4].